This data is from Catalyst prediction with 721,799 reactions and 888 catalyst types from USPTO. The task is: Predict which catalyst facilitates the given reaction. (1) Reactant: [N:1]1([CH2:6][CH2:7][CH2:8][NH2:9])[CH:5]=[CH:4][N:3]=[CH:2]1.[OH:10][C:11]1[CH:12]=[C:13]([CH:16]=[CH:17][CH:18]=1)[CH:14]=O.C([O:21][C:22](=O)[C:23](=[O:31])[CH2:24][C:25]1[CH:30]=[CH:29][CH:28]=[CH:27][CH:26]=1)C. Product: [OH:31][C:23]1[C:22](=[O:21])[N:9]([CH2:8][CH2:7][CH2:6][N:1]2[CH:5]=[CH:4][N:3]=[CH:2]2)[CH:14]([C:13]2[CH:16]=[CH:17][CH:18]=[C:11]([OH:10])[CH:12]=2)[C:24]=1[C:25]1[CH:30]=[CH:29][CH:28]=[CH:27][CH:26]=1. The catalyst class is: 8. (2) Reactant: [CH2:1]([O:8][C:9]1[CH:14]=[CH:13][C:12]([OH:15])=[CH:11][CH:10]=1)[C:2]1[CH:7]=[CH:6][CH:5]=[CH:4][CH:3]=1.Br[CH:17]([CH2:23][CH3:24])[C:18]([O:20][CH2:21][CH3:22])=[O:19].C(=O)([O-])[O-].[Cs+].[Cs+]. Product: [CH2:21]([O:20][C:18](=[O:19])[CH:17]([O:15][C:12]1[CH:11]=[CH:10][C:9]([O:8][CH2:1][C:2]2[CH:3]=[CH:4][CH:5]=[CH:6][CH:7]=2)=[CH:14][CH:13]=1)[CH2:23][CH3:24])[CH3:22]. The catalyst class is: 21. (3) Reactant: [F:1][C:2]1[CH:3]=[C:4]([C:8]2[CH:16]=[CH:15][C:11]([C:12]([OH:14])=O)=[CH:10][N:9]=2)[CH:5]=[CH:6][CH:7]=1.C(N1C=CN=C1)(N1C=CN=C1)=O.[NH2:29][C@H:30]1[CH2:35][CH2:34][C@H:33]([C:36]([OH:39])([CH3:38])[CH3:37])[CH2:32][CH2:31]1.C(N(CC)CC)C. Product: [F:1][C:2]1[CH:3]=[C:4]([C:8]2[CH:16]=[CH:15][C:11]([C:12]([NH:29][C@H:30]3[CH2:35][CH2:34][C@H:33]([C:36]([OH:39])([CH3:37])[CH3:38])[CH2:32][CH2:31]3)=[O:14])=[CH:10][N:9]=2)[CH:5]=[CH:6][CH:7]=1. The catalyst class is: 9. (4) Reactant: [Cl:1][C:2]1[CH:23]=[C:22]([N+:24]([O-])=O)[CH:21]=[CH:20][C:3]=1[C:4]([N:6]1[CH2:11][CH2:10][CH:9]([NH:12][C:13](=[O:19])[O:14][C:15]([CH3:18])([CH3:17])[CH3:16])[CH2:8][CH2:7]1)=[O:5].[Cl-].[Ca+2].[Cl-]. Product: [NH2:24][C:22]1[CH:21]=[CH:20][C:3]([C:4]([N:6]2[CH2:11][CH2:10][CH:9]([NH:12][C:13](=[O:19])[O:14][C:15]([CH3:18])([CH3:16])[CH3:17])[CH2:8][CH2:7]2)=[O:5])=[C:2]([Cl:1])[CH:23]=1. The catalyst class is: 40. (5) Reactant: [CH2:1]([NH:8][C:9]([C:11]1[C:12]([O:19][CH2:20][C:21]2[CH:26]=[CH:25][C:24]([O:27][CH3:28])=[C:23]([Cl:29])[CH:22]=2)=[N:13][C:14]([S:17][CH3:18])=[N:15][CH:16]=1)=[O:10])[C:2]1[CH:7]=[CH:6][CH:5]=[CH:4][CH:3]=1.C1C=C(Cl)C=C(C(OO)=[O:38])C=1. Product: [CH2:1]([NH:8][C:9]([C:11]1[C:12]([O:19][CH2:20][C:21]2[CH:26]=[CH:25][C:24]([O:27][CH3:28])=[C:23]([Cl:29])[CH:22]=2)=[N:13][C:14]([S:17]([CH3:18])=[O:38])=[N:15][CH:16]=1)=[O:10])[C:2]1[CH:7]=[CH:6][CH:5]=[CH:4][CH:3]=1. The catalyst class is: 4.